From a dataset of Full USPTO retrosynthesis dataset with 1.9M reactions from patents (1976-2016). Predict the reactants needed to synthesize the given product. (1) The reactants are: [NH2:1][CH:2]1[CH2:7][CH2:6][N:5]([C:8]2[CH:16]=[CH:15][C:11]([C:12]([OH:14])=[O:13])=[CH:10][CH:9]=2)[CH2:4][CH2:3]1.C(N(CC)CC)C.[CH3:24][C:25]([O:28][C:29](O[C:29]([O:28][C:25]([CH3:27])([CH3:26])[CH3:24])=[O:30])=[O:30])([CH3:27])[CH3:26]. Given the product [C:25]([O:28][C:29]([NH:1][CH:2]1[CH2:7][CH2:6][N:5]([C:8]2[CH:16]=[CH:15][C:11]([C:12]([OH:14])=[O:13])=[CH:10][CH:9]=2)[CH2:4][CH2:3]1)=[O:30])([CH3:27])([CH3:26])[CH3:24], predict the reactants needed to synthesize it. (2) The reactants are: C[O:2][C:3](=[O:19])[C:4]1[CH:9]=[CH:8][CH:7]=[CH:6][C:5]=1[NH:10][CH2:11][C:12]1[CH:17]=[CH:16][C:15](=[O:18])[NH:14][CH:13]=1.[OH-].[Na+].Cl.C(O)C. Given the product [O:18]=[C:15]1[NH:14][CH:13]=[C:12]([CH2:11][NH:10][C:5]2[CH:6]=[CH:7][CH:8]=[CH:9][C:4]=2[C:3]([OH:19])=[O:2])[CH:17]=[CH:16]1, predict the reactants needed to synthesize it. (3) Given the product [CH2:1]([O:3][C:4](=[O:15])[CH2:5][CH2:6][C:7]1[CH:8]=[CH:9][C:10]([C:13]#[N:14])=[CH:11][CH:12]=1)[CH3:2], predict the reactants needed to synthesize it. The reactants are: [CH2:1]([O:3][C:4](=[O:15])[CH:5]=[CH:6][C:7]1[CH:12]=[CH:11][C:10]([C:13]#[N:14])=[CH:9][CH:8]=1)[CH3:2].C(N(CC)CC)C.C(O)=O. (4) Given the product [C:32]([OH:34])(=[O:33])[C:31]1[CH:36]=[CH:37][CH:28]=[CH:29][CH:30]=1, predict the reactants needed to synthesize it. The reactants are: OC([C:28]1[CH:37]=[CH:36][C:31]([C:32]([O:34]C)=[O:33])=[CH:30][CH:29]=1)(C1SC(C2C=C(NC3N=C(C(F)(F)F)C=CN=3)C=C(C)C=2)=CN=1)CO.CO.[OH-].[Na+].Cl. (5) Given the product [C:1]1([C:7]#[C:8][C:9]2[CH:14]=[CH:13][C:12]([C:15]3[C:16](=[O:32])[C:17]([C:18]4[CH:19]=[CH:20][C:21]([C:24]#[C:25][C:26]5[CH:27]=[CH:28][CH:29]=[CH:30][CH:31]=5)=[CH:22][CH:23]=4)=[C:15]([C:12]4[CH:11]=[CH:10][C:9]([C:8]#[C:7][C:1]5[CH:6]=[CH:5][CH:4]=[CH:3][CH:2]=5)=[CH:14][CH:13]=4)[C:34]=3[C:35]3[CH:40]=[CH:39][C:38]([C:16]#[C:17][C:18]4[CH:23]=[CH:22][CH:21]=[CH:20][CH:19]=4)=[CH:37][CH:36]=3)=[CH:11][CH:10]=2)[CH:6]=[CH:5][CH:4]=[CH:3][CH:2]=1, predict the reactants needed to synthesize it. The reactants are: [C:1]1([C:7]#[C:8][C:9]2[CH:14]=[CH:13][C:12]([CH2:15][C:16](=[O:32])[CH2:17][C:18]3[CH:23]=[CH:22][C:21]([C:24]#[C:25][C:26]4[CH:31]=[CH:30][CH:29]=[CH:28][CH:27]=4)=[CH:20][CH:19]=3)=[CH:11][CH:10]=2)[CH:6]=[CH:5][CH:4]=[CH:3][CH:2]=1.[OH-].[CH2:34]([N+](C)(C)C)[C:35]1[CH:40]=[CH:39][CH:38]=[CH:37][CH:36]=1. (6) Given the product [CH2:5]([O:4][C:26]1[C:35]2[C:30](=[CH:31][C:32]([O:36][CH3:37])=[CH:33][CH:34]=2)[C:29]([C:38]2[CH:43]=[CH:42][CH:41]=[C:40]([F:44])[CH:39]=2)=[C:28]([C:45]#[N:46])[N:27]=1)[CH2:14][CH:13]=[CH2:12], predict the reactants needed to synthesize it. The reactants are: C([O:4][C:5]1[C:14]2[C:13](=[CH:14][C:5]([O:4]C)=[CH:12][CH:13]=2)[C:12](C2C=CC=CC=2)=C(C#N)N=1)C=C.Cl[C:26]1[C:35]2[C:30](=[CH:31][C:32]([O:36][CH3:37])=[CH:33][CH:34]=2)[C:29]([C:38]2[CH:43]=[CH:42][CH:41]=[C:40]([F:44])[CH:39]=2)=[C:28]([C:45]#[N:46])[N:27]=1. (7) The reactants are: [CH2:1]([SH:13])[CH2:2][CH2:3][CH2:4][CH2:5][CH2:6][CH2:7][CH2:8][CH2:9][CH2:10][CH2:11][CH3:12].[H-].[Na+].Cl[C:17]1[N:22]=[C:21]([NH:23][C:24]2[CH:29]=[CH:28][C:27]([O:30][CH:31]([CH3:33])[CH3:32])=[C:26]([F:34])[CH:25]=2)[N:20]([CH2:35][C:36]2[CH:41]=[CH:40][C:39]([Cl:42])=[CH:38][CH:37]=2)[C:19](=[O:43])[N:18]=1.[Cl-].[NH4+]. Given the product [Cl:42][C:39]1[CH:38]=[CH:37][C:36]([CH2:35][N:20]2[C:21]([NH:23][C:24]3[CH:29]=[CH:28][C:27]([O:30][CH:31]([CH3:33])[CH3:32])=[C:26]([F:34])[CH:25]=3)=[N:22][C:17]([S:13][CH2:1][CH2:2][CH2:3][CH2:4][CH2:5][CH2:6][CH2:7][CH2:8][CH2:9][CH2:10][CH2:11][CH3:12])=[N:18][C:19]2=[O:43])=[CH:41][CH:40]=1, predict the reactants needed to synthesize it.